From a dataset of Full USPTO retrosynthesis dataset with 1.9M reactions from patents (1976-2016). Predict the reactants needed to synthesize the given product. Given the product [N+:1]([C:4]1[CH:11]=[CH:10][CH:9]=[CH:8][C:5]=1[CH2:6][NH:12][CH2:13][CH:14]1[CH2:19][CH2:18][N:17]([C:20]([O:22][C:23]([CH3:26])([CH3:25])[CH3:24])=[O:21])[CH2:16][CH2:15]1)([O-:3])=[O:2], predict the reactants needed to synthesize it. The reactants are: [N+:1]([C:4]1[CH:11]=[CH:10][CH:9]=[CH:8][C:5]=1[CH:6]=O)([O-:3])=[O:2].[NH2:12][CH2:13][CH:14]1[CH2:19][CH2:18][N:17]([C:20]([O:22][C:23]([CH3:26])([CH3:25])[CH3:24])=[O:21])[CH2:16][CH2:15]1.C([BH3-])#N.[Na+].C(Cl)(Cl)Cl.CO.